Predict the reaction yield, written as a fraction of the theoretical maximum amount of product (1.0 means a 100% yield; for example, 0.34 means a 34% yield). From a dataset of Reaction yield outcomes from USPTO patents with 853,638 reactions. (1) The reactants are [Cl:1][C:2]1[CH:3]=[CH:4][C:5]([CH2:8][O:9][C:10]2[CH:15]=[CH:14][NH:13][C:12](=[O:16])[CH:11]=2)=[N:6][CH:7]=1.Br[C:18]1[CH:19]=[CH:20][C:21]([N:24]2[CH2:28][CH2:27][CH:26]([NH:29][CH2:30][CH3:31])[CH2:25]2)=[N:22][CH:23]=1.[C@@H]1(N)CCCC[C@H]1N.C([O-])([O-])=O.[K+].[K+]. The catalyst is O1CCOCC1.[Cu]I. The product is [Cl:1][C:2]1[CH:3]=[CH:4][C:5]([CH2:8][O:9][C:10]2[CH:15]=[CH:14][N:13]([C:18]3[CH:23]=[N:22][C:21]([N:24]4[CH2:28][CH2:27][CH:26]([NH:29][CH2:30][CH3:31])[CH2:25]4)=[CH:20][CH:19]=3)[C:12](=[O:16])[CH:11]=2)=[N:6][CH:7]=1. The yield is 0.190. (2) The reactants are [C:1]([CH2:11][C:12]([O:14][CH2:15][CH3:16])=[O:13])(=[O:10])[C:2]1[CH:7]=[CH:6][C:5]([O:8][CH3:9])=[CH:4][CH:3]=1.C(N(CC)CC)C.[BrH:24].[NH+]1C=CC=CC=1.CCOC(C)=O. The catalyst is C(O)C. The product is [Br:24][CH:11]([C:1]([C:2]1[CH:7]=[CH:6][C:5]([O:8][CH3:9])=[CH:4][CH:3]=1)=[O:10])[C:12]([O:14][CH2:15][CH3:16])=[O:13]. The yield is 0.890. (3) The reactants are S([O-])([O-])=O.[Na+].[Na+].[I:7][C:8]1[N:9]=[C:10]([C@@H:14]2[CH2:18][CH2:17][CH2:16][N:15]2[C:19]([O:21][C:22]([CH3:25])([CH3:24])[CH3:23])=[O:20])[NH:11][C:12]=1I. The catalyst is C(O)C.O.C(OCC)(=O)C. The product is [I:7][C:8]1[NH:9][C:10]([C@@H:14]2[CH2:18][CH2:17][CH2:16][N:15]2[C:19]([O:21][C:22]([CH3:25])([CH3:24])[CH3:23])=[O:20])=[N:11][CH:12]=1. The yield is 0.731. (4) The reactants are [CH3:1][C:2]1([CH3:23])[CH2:18][N:6]2[C:7](=[O:17])[CH:8]=[C:9]([C:11]3[CH:16]=[CH:15][N:14]=[CH:13][N:12]=3)[N:10]=[C:5]2[N:4]([CH2:19][C:20](=[O:22])[CH3:21])[CH2:3]1.[CH2:24]1[O:32][C:31]2[C:26](=[CH:27][CH:28]=[C-:29][CH:30]=2)[O:25]1.[Mg+2].[Br-]. The catalyst is O1CCCC1. The product is [O:25]1[C:26]2[CH:27]=[CH:28][C:29]([C:20]([OH:22])([CH3:21])[CH2:19][N:4]3[C:5]4=[N:10][C:9]([C:11]5[CH:16]=[CH:15][N:14]=[CH:13][N:12]=5)=[CH:8][C:7](=[O:17])[N:6]4[CH2:18][C:2]([CH3:1])([CH3:23])[CH2:3]3)=[CH:30][C:31]=2[O:32][CH2:24]1. The yield is 0.500. (5) The reactants are C([O-])([O-])=O.[Cs+].[Cs+].[CH2:7]([O:9][C:10](=[O:19])[C:11]1[CH:16]=[CH:15][C:14]([OH:17])=[C:13]([OH:18])[CH:12]=1)[CH3:8].Br[CH2:21][CH2:22]Br. The catalyst is CN(C=O)C. The product is [CH2:7]([O:9][C:10]([C:11]1[CH:16]=[CH:15][C:14]2[O:17][CH2:21][CH2:22][O:18][C:13]=2[CH:12]=1)=[O:19])[CH3:8]. The yield is 0.290. (6) The reactants are [OH:1][C:2]1([C:9]2[CH:14]=[CH:13][CH:12]=[CH:11][CH:10]=2)[CH2:7][CH2:6][C:5](=O)[CH2:4][CH2:3]1.[F:15][CH2:16][C:17]1([NH:22][C:23](=[O:38])[CH2:24][NH:25][C:26](=[O:37])[C:27]2[CH:32]=[CH:31][CH:30]=[C:29]([C:33]([F:36])([F:35])[F:34])[CH:28]=2)[CH2:21][CH2:20][NH:19][CH2:18]1.C(O[BH-](OC(=O)C)OC(=O)C)(=O)C.[Na+]. The catalyst is C(Cl)Cl. The product is [F:15][CH2:16][C:17]1([NH:22][C:23](=[O:38])[CH2:24][NH:25][C:26](=[O:37])[C:27]2[CH:32]=[CH:31][CH:30]=[C:29]([C:33]([F:36])([F:34])[F:35])[CH:28]=2)[CH2:21][CH2:20][N:19]([CH:5]2[CH2:6][CH2:7][C:2]([OH:1])([C:9]3[CH:14]=[CH:13][CH:12]=[CH:11][CH:10]=3)[CH2:3][CH2:4]2)[CH2:18]1. The yield is 0.167. (7) The reactants are [CH3:1][O:2][N:3]=[CH:4][C:5]1[CH:10]=[CH:9][CH:8]=[CH:7][C:6]=1[F:11].C([BH3-])#N.[Na+]. No catalyst specified. The product is [F:11][C:6]1[CH:7]=[CH:8][CH:9]=[CH:10][C:5]=1[CH2:4][NH:3][O:2][CH3:1]. The yield is 0.740.